This data is from Forward reaction prediction with 1.9M reactions from USPTO patents (1976-2016). The task is: Predict the product of the given reaction. (1) Given the reactants [OH:1][C@@H:2]([C:15]1[CH:20]=[CH:19][C:18]([C:21]2[N:25]=[C:24]([C:26]3[O:30][N:29]=[C:28]([C:31]4[CH:36]=[CH:35][CH:34]=[CH:33][CH:32]=4)[C:27]=3[C:37]([F:40])([F:39])[F:38])[O:23][N:22]=2)=[CH:17][CH:16]=1)[CH2:3][N:4]1[CH2:9][CH2:8][CH2:7][C@H:6]([C:10]([O:12]CC)=[O:11])[CH2:5]1, predict the reaction product. The product is: [OH:1][C@@H:2]([C:15]1[CH:16]=[CH:17][C:18]([C:21]2[N:25]=[C:24]([C:26]3[O:30][N:29]=[C:28]([C:31]4[CH:36]=[CH:35][CH:34]=[CH:33][CH:32]=4)[C:27]=3[C:37]([F:40])([F:39])[F:38])[O:23][N:22]=2)=[CH:19][CH:20]=1)[CH2:3][N:4]1[CH2:9][CH2:8][CH2:7][C@H:6]([C:10]([OH:12])=[O:11])[CH2:5]1. (2) Given the reactants [CH3:1][C:2]([C:21]1[CH:26]=[CH:25][C:24]([O:27][CH2:28][C:29]2[CH:34]=[CH:33][CH:32]=[CH:31][N:30]=2)=[CH:23][N:22]=1)([C:6]1[CH:11]=[CH:10][C:9](B2OC(C)(C)C(C)(C)O2)=[CH:8][CH:7]=1)[CH:3]([CH3:5])[CH3:4].[Cl:35][C:36]1[N:37]=[N:38][C:39](Cl)=[CH:40][CH:41]=1.C(=O)([O-])[O-].[Na+].[Na+].C1(C)C=CC=CC=1, predict the reaction product. The product is: [Cl:35][C:36]1[N:37]=[N:38][C:39]([C:9]2[CH:10]=[CH:11][C:6]([C:2]([CH3:1])([C:21]3[CH:26]=[CH:25][C:24]([O:27][CH2:28][C:29]4[CH:34]=[CH:33][CH:32]=[CH:31][N:30]=4)=[CH:23][N:22]=3)[CH:3]([CH3:4])[CH3:5])=[CH:7][CH:8]=2)=[CH:40][CH:41]=1. (3) Given the reactants [H-].[Na+].[N:3]1[CH:8]=[CH:7][CH:6]=[C:5]([CH2:9][C:10]([C:12]2[CH:17]=[CH:16][C:15]([Cl:18])=[CH:14][CH:13]=2)=[O:11])[CH:4]=1.[Cl:19][C:20]1[CH:27]=[CH:26][C:23]([CH2:24]Cl)=[CH:22][CH:21]=1, predict the reaction product. The product is: [Cl:19][C:20]1[CH:27]=[CH:26][C:23]([CH2:24][CH:9]([C:10]([C:12]2[CH:17]=[CH:16][C:15]([Cl:18])=[CH:14][CH:13]=2)=[O:11])[C:5]2[CH:4]=[N:3][CH:8]=[CH:7][CH:6]=2)=[CH:22][CH:21]=1. (4) The product is: [F:1][C:2]1[CH:3]=[C:4]2[C:9](=[CH:10][CH:11]=1)[O:8][C:7](=[O:12])[C:6]([C:13]([OH:15])=[O:14])=[CH:5]2. Given the reactants [F:1][C:2]1[CH:3]=[C:4]2[C:9](=[CH:10][CH:11]=1)[O:8][C:7](=[O:12])[C:6]([C:13]([O:15]CC)=[O:14])=[CH:5]2.[OH-].[Na+].C(O)C.Cl, predict the reaction product.